This data is from Full USPTO retrosynthesis dataset with 1.9M reactions from patents (1976-2016). The task is: Predict the reactants needed to synthesize the given product. (1) Given the product [F:40][C:41]1[CH:42]=[C:43]([CH:60]=[CH:61][CH:62]=1)[CH2:44][N:45]1[C:49]([CH3:63])=[C:48]([C:2]2[C:10]3[C:5](=[N:6][CH:7]=[C:8]([C:11]4[CH:12]=[CH:13][C:14]([N:17]5[CH2:22][CH2:21][N:20]([C:23]([O:25][C:26]([CH3:29])([CH3:28])[CH3:27])=[O:24])[CH2:19][CH2:18]5)=[N:15][CH:16]=4)[CH:9]=3)[N:4]([S:30]([C:33]3[CH:39]=[CH:38][C:36]([CH3:37])=[CH:35][CH:34]=3)(=[O:32])=[O:31])[CH:3]=2)[CH:47]=[N:46]1, predict the reactants needed to synthesize it. The reactants are: I[C:2]1[C:10]2[C:5](=[N:6][CH:7]=[C:8]([C:11]3[CH:12]=[CH:13][C:14]([N:17]4[CH2:22][CH2:21][N:20]([C:23]([O:25][C:26]([CH3:29])([CH3:28])[CH3:27])=[O:24])[CH2:19][CH2:18]4)=[N:15][CH:16]=3)[CH:9]=2)[N:4]([S:30]([C:33]2[CH:39]=[CH:38][C:36]([CH3:37])=[CH:35][CH:34]=2)(=[O:32])=[O:31])[CH:3]=1.[F:40][C:41]1[CH:42]=[C:43]([CH:60]=[CH:61][CH:62]=1)[CH2:44][N:45]1[CH:49]=[C:48](C2OC(C)(C)C(C)(C)O2)[C:47](C)=[N:46]1.[C:63](=O)([O-])[O-].[Na+].[Na+]. (2) Given the product [C:1]([C:5]1[CH:6]=[C:7]([NH:8][C:16](=[O:17])[NH:15][CH2:18][C:19]([O:21][CH2:22][CH3:23])=[O:20])[CH:9]=[C:10]([I:14])[C:11]=1[O:12][CH3:13])([CH3:4])([CH3:2])[CH3:3], predict the reactants needed to synthesize it. The reactants are: [C:1]([C:5]1[CH:6]=[C:7]([CH:9]=[C:10]([I:14])[C:11]=1[O:12][CH3:13])[NH2:8])([CH3:4])([CH3:3])[CH3:2].[N:15]([CH2:18][C:19]([O:21][CH2:22][CH3:23])=[O:20])=[C:16]=[O:17]. (3) Given the product [CH2:1]([C:8]1[CH:9]=[CH:10][C:11]([C:12]([NH:30][C:31]2[CH:41]=[CH:40][C:34]([C:35]([O:37][CH2:38][CH3:39])=[O:36])=[CH:33][C:32]=2[F:42])=[O:14])=[CH:15][CH:16]=1)[C:2]1[CH:3]=[CH:4][CH:5]=[CH:6][CH:7]=1, predict the reactants needed to synthesize it. The reactants are: [CH2:1]([C:8]1[CH:16]=[CH:15][C:11]([C:12]([OH:14])=O)=[CH:10][CH:9]=1)[C:2]1[CH:7]=[CH:6][CH:5]=[CH:4][CH:3]=1.C(Cl)(=O)C(Cl)=O.C(N(CC)CC)C.[NH2:30][C:31]1[CH:41]=[CH:40][C:34]([C:35]([O:37][CH2:38][CH3:39])=[O:36])=[CH:33][C:32]=1[F:42]. (4) Given the product [NH2:23][C:22]1[C:5]2[C:4](=[N:9][CH:8]=[C:7]([S:10]([NH:13][C:14]3[CH:15]=[C:16]([F:21])[CH:17]=[C:18]([F:20])[CH:19]=3)(=[O:12])=[O:11])[CH:6]=2)[NH:2][N:1]=1, predict the reactants needed to synthesize it. The reactants are: [NH2:1][NH2:2].Cl[C:4]1[N:9]=[CH:8][C:7]([S:10]([NH:13][C:14]2[CH:19]=[C:18]([F:20])[CH:17]=[C:16]([F:21])[CH:15]=2)(=[O:12])=[O:11])=[CH:6][C:5]=1[C:22]#[N:23]. (5) Given the product [NH2:21][C:22]([CH2:23][OH:29])([CH2:27][OH:37])[CH2:33][OH:34].[NH2:1][C:2]1[C:7]2=[C:8]([C:20]3[NH:21][C:22]4[C:27]([CH:28]=3)=[CH:26][CH:25]=[CH:24][C:23]=4[O:29][CH3:30])[N:9]=[C:10]([C@H:11]3[CH2:16][CH2:15][C@H:14]([C:17]([OH:19])=[O:18])[CH2:13][CH2:12]3)[N:6]2[N:5]=[CH:4][N:3]=1, predict the reactants needed to synthesize it. The reactants are: [NH2:1][C:2]1[C:7]2=[C:8]([C:20]3[NH:21][C:22]4[C:27]([CH:28]=3)=[CH:26][CH:25]=[CH:24][C:23]=4[O:29][CH3:30])[N:9]=[C:10]([C@H:11]3[CH2:16][CH2:15][C@H:14]([C:17]([OH:19])=[O:18])[CH2:13][CH2:12]3)[N:6]2[N:5]=[CH:4][N:3]=1.C(O)C[CH2:33][OH:34].C[OH:37]. (6) Given the product [CH:11]([C@@H:13]1[C@H:4]([C:5]([O:7][CH2:8][CH3:9])=[O:6])[CH:3]=[C:2]([CH3:1])[CH2:10][CH2:14]1)=[O:12], predict the reactants needed to synthesize it. The reactants are: [CH3:1][C:2](=[CH2:10])/[CH:3]=[CH:4]/[C:5]([O:7][CH2:8][CH3:9])=[O:6].[CH:11]([CH:13]=[CH2:14])=[O:12].C1(C=CC(O)=CC=1)O. (7) Given the product [ClH:2].[ClH:1].[Cl:2][CH2:3][CH2:4][CH2:5]/[C:6](=[CH:18]\[C:19]1[CH:24]=[CH:23][C:22]([N:25]2[CH:29]=[C:28]([CH3:30])[N:27]=[CH:26]2)=[C:21]([O:31][CH3:32])[CH:20]=1)/[C:7]([NH:9][NH2:10])=[O:8], predict the reactants needed to synthesize it. The reactants are: [ClH:1].[Cl:2][CH2:3][CH2:4][CH2:5]/[C:6](=[CH:18]\[C:19]1[CH:24]=[CH:23][C:22]([N:25]2[CH:29]=[C:28]([CH3:30])[N:27]=[CH:26]2)=[C:21]([O:31][CH3:32])[CH:20]=1)/[C:7]([NH:9][NH:10]C(OC(C)(C)C)=O)=[O:8]. (8) Given the product [CH2:2]([CH:5]1[CH2:10][CH2:9][NH:8][CH:7]([C:11]([OH:13])=[O:12])[CH2:6]1)[CH2:3][CH3:4], predict the reactants needed to synthesize it. The reactants are: Cl.[CH2:2]([C:5]1[CH:10]=[CH:9][N:8]=[C:7]([C:11]([OH:13])=[O:12])[CH:6]=1)[CH2:3][CH3:4].[H][H].C([O-])(=O)C. (9) Given the product [CH:17]1([O:23][C:24]([C:26]2[N:27]=[C:28]([CH:31]3[CH2:32][CH2:33][N:34]([C:1]([O:2][C:3]4[CH:8]=[C:7]([C:9]([F:12])([F:11])[F:10])[CH:6]=[CH:5][C:4]=4[CH3:13])=[O:14])[CH2:35][CH2:36]3)[S:29][CH:30]=2)=[O:25])[CH2:22][CH2:21][CH2:20][CH2:19][CH2:18]1, predict the reactants needed to synthesize it. The reactants are: [C:1](Cl)(=[O:14])[O:2][C:3]1[CH:8]=[C:7]([C:9]([F:12])([F:11])[F:10])[CH:6]=[CH:5][C:4]=1[CH3:13].[Cl-].[CH:17]1([O:23][C:24]([C:26]2[N:27]=[C:28]([CH:31]3[CH2:36][CH2:35][NH2+:34][CH2:33][CH2:32]3)[S:29][CH:30]=2)=[O:25])[CH2:22][CH2:21][CH2:20][CH2:19][CH2:18]1.C(N(C(C)C)CC)(C)C.O.